Task: Predict which catalyst facilitates the given reaction.. Dataset: Catalyst prediction with 721,799 reactions and 888 catalyst types from USPTO (1) Reactant: [CH3:1][O:2][C:3](=[O:13])[C:4]1[CH:9]=[C:8]([CH:10]=O)[CH:7]=[CH:6][C:5]=1[F:12].[CH2:14]([NH2:20])[CH2:15][CH2:16][CH2:17][CH2:18][CH3:19].C(O[BH-](OC(=O)C)OC(=O)C)(=O)C.C(O)(=O)C.C([O-])(O)=O.[Na+]. Product: [F:12][C:5]1[CH:6]=[CH:7][C:8]([CH2:10][NH:20][CH2:14][CH2:15][CH2:16][CH2:17][CH2:18][CH3:19])=[CH:9][C:4]=1[C:3]([O:2][CH3:1])=[O:13]. The catalyst class is: 26. (2) Reactant: [CH3:1][O:2][C:3](=[O:12])[C:4]1[CH:9]=[CH:8][C:7](F)=[CH:6][C:5]=1[Cl:11].[NH:13]1[CH2:18][CH2:17][O:16][CH2:15][CH2:14]1.C(=O)([O-])[O-].[K+].[K+]. Product: [CH3:1][O:2][C:3](=[O:12])[C:4]1[CH:9]=[CH:8][C:7]([N:13]2[CH2:18][CH2:17][O:16][CH2:15][CH2:14]2)=[CH:6][C:5]=1[Cl:11]. The catalyst class is: 435.